This data is from Full USPTO retrosynthesis dataset with 1.9M reactions from patents (1976-2016). The task is: Predict the reactants needed to synthesize the given product. (1) Given the product [CH3:1][O:2][C:3]1[CH:4]=[C:5]([C:35]([F:37])([F:38])[F:36])[CH:6]=[C:7]([NH:9][C:10](=[O:34])[N:11]([C:13]2[CH:18]=[C:17]([NH:19][C:20]3[CH:25]=[CH:24][C:23]([N:26]4[CH2:31][CH2:30][N:29]([CH2:32][CH3:33])[CH2:28][CH2:27]4)=[C:22]([Cl:45])[CH:21]=3)[N:16]=[CH:15][N:14]=2)[CH3:12])[CH:8]=1, predict the reactants needed to synthesize it. The reactants are: [CH3:1][O:2][C:3]1[CH:4]=[C:5]([C:35]([F:38])([F:37])[F:36])[CH:6]=[C:7]([NH:9][C:10](=[O:34])[N:11]([C:13]2[CH:18]=[C:17]([NH:19][C:20]3[CH:25]=[CH:24][C:23]([N:26]4[CH2:31][CH2:30][N:29]([CH2:32][CH3:33])[CH2:28][CH2:27]4)=[CH:22][CH:21]=3)[N:16]=[CH:15][N:14]=2)[CH3:12])[CH:8]=1.C([O-])(O)=O.[Na+].C(Cl)[Cl:45]. (2) Given the product [C:1]([O-:4])(=[O:3])[CH3:2].[C:5]([O-:8])(=[O:7])[CH3:6].[C:9]([O-:12])(=[O:11])[CH3:10].[Br:18][C:19]1[CH:24]=[C:23]([CH3:25])[C:22]([Pb+3:17])=[C:21]([CH3:29])[CH:20]=1, predict the reactants needed to synthesize it. The reactants are: [C:1]([O-:4])(=[O:3])[CH3:2].[C:5]([O-:8])(=[O:7])[CH3:6].[C:9]([O-:12])(=[O:11])[CH3:10].C([O-])(=O)C.[Pb+4:17].[Br:18][C:19]1[CH:24]=[C:23]([CH3:25])[C:22](B(O)O)=[C:21]([CH3:29])[CH:20]=1.C(=O)([O-])[O-].[K+].[K+]. (3) Given the product [NH2:29][CH:24]1[CH2:25][CH2:26][CH2:27][CH2:28][N:22]([C:2]2[N:10]([CH2:11][C:12]3[CH:17]=[CH:16][CH:15]=[CH:14][C:13]=3[CH3:18])[C:9]3[C:8](=[O:19])[NH:7][C:6](=[O:20])[N:5]([CH3:21])[C:4]=3[N:3]=2)[CH2:23]1, predict the reactants needed to synthesize it. The reactants are: Br[C:2]1[N:10]([CH2:11][C:12]2[CH:17]=[CH:16][CH:15]=[CH:14][C:13]=2[CH3:18])[C:9]2[C:8](=[O:19])[NH:7][C:6](=[O:20])[N:5]([CH3:21])[C:4]=2[N:3]=1.[NH:22]1[CH2:28][CH2:27][CH2:26][CH2:25][CH:24]([NH2:29])[CH2:23]1.C(N(CC)CC)C.O. (4) Given the product [N:1]1([CH2:7][C:8]([Cl:19])=[O:10])[CH2:6][CH2:5][O:4][CH2:3][CH2:2]1, predict the reactants needed to synthesize it. The reactants are: [N:1]1([CH2:7][C:8]([OH:10])=O)[CH2:6][CH2:5][O:4][CH2:3][CH2:2]1.CN(C=O)C.C(Cl)(=O)C([Cl:19])=O. (5) Given the product [CH3:22][C:2]1[CH:3]=[C:4]2[C:9](=[CH:10][CH:11]=1)[N:8]=[CH:7][CH:6]=[C:5]2[S:12][C:13]1([C:17]([O:19][CH2:20][CH3:21])=[O:18])[CH2:16][CH2:15][CH2:14]1, predict the reactants needed to synthesize it. The reactants are: Br[C:2]1[CH:3]=[C:4]2[C:9](=[CH:10][CH:11]=1)[N:8]=[CH:7][CH:6]=[C:5]2[S:12][C:13]1([C:17]([O:19][CH2:20][CH3:21])=[O:18])[CH2:16][CH2:15][CH2:14]1.[CH3:22]B1OB(C)OB(C)O1.C(=O)([O-])[O-].[K+].[K+].O1CCOCC1.